Predict the reaction yield, written as a fraction of the theoretical maximum amount of product (1.0 means a 100% yield; for example, 0.34 means a 34% yield). From a dataset of Reaction yield outcomes from USPTO patents with 853,638 reactions. The reactants are Br[CH2:2][C:3]1[CH:11]=[CH:10][C:6]([C:7]([OH:9])=[O:8])=[CH:5][CH:4]=1.[C-:12]#[N:13].[Na+].[OH-].[Na+]. The catalyst is C(#N)C.O. The product is [C:12]([CH2:2][C:3]1[CH:11]=[CH:10][C:6]([C:7]([OH:9])=[O:8])=[CH:5][CH:4]=1)#[N:13]. The yield is 0.263.